From a dataset of Catalyst prediction with 721,799 reactions and 888 catalyst types from USPTO. Predict which catalyst facilitates the given reaction. (1) Reactant: [NH2:1][CH2:2][CH2:3][O:4][CH2:5][CH2:6][N:7]1[C:19]2[C:18]3[CH:17]=[CH:16][CH:15]=[CH:14][C:13]=3[N:12]=[C:11]([NH2:20])[C:10]=2[N:9]=[C:8]1[CH3:21].[CH:22]([S:25](Cl)(=[O:27])=[O:26])([CH3:24])[CH3:23]. Product: [NH2:20][C:11]1[C:10]2[N:9]=[C:8]([CH3:21])[N:7]([CH2:6][CH2:5][O:4][CH2:3][CH2:2][NH:1][S:25]([CH:22]([CH3:24])[CH3:23])(=[O:27])=[O:26])[C:19]=2[C:18]2[CH:17]=[CH:16][CH:15]=[CH:14][C:13]=2[N:12]=1. The catalyst class is: 17. (2) Reactant: C([O:3][C:4](=O)[CH2:5][C:6]1[CH2:11][CH2:10][N:9]([C:12]([O:14][C:15]([CH3:18])([CH3:17])[CH3:16])=[O:13])[CH2:8][CH:7]=1)C.[H-].[Al+3].[Li+].[H-].[H-].[H-].O.O.O.O.O.O.O.O.O.O.S([O-])([O-])(=O)=O.[Na+].[Na+]. Product: [C:15]([O:14][C:12]([N:9]1[CH2:10][CH2:11][C:6]([CH2:5][CH2:4][OH:3])=[CH:7][CH2:8]1)=[O:13])([CH3:18])([CH3:17])[CH3:16]. The catalyst class is: 7. (3) Reactant: [OH:1][C:2]1[CH:9]=[CH:8][C:5]([CH:6]=O)=[CH:4][C:3]=1[O:10][CH3:11].[C:12]([O-:15])(=[O:14])[CH3:13].[Na+].[C:17](OC(=O)C)(=[O:19])[CH3:18]. Product: [CH3:11][O:10][C:3]1[CH:4]=[C:5]([CH:6]=[CH:13][C:12]([OH:15])=[O:14])[CH:8]=[CH:9][C:2]=1[O:1][C:17](=[O:19])[CH3:18]. The catalyst class is: 6. (4) Reactant: Cl.Cl.[N:3]1[CH:8]=[CH:7][CH:6]=[CH:5][C:4]=1[C:9]1([NH2:12])[CH2:11][CH2:10]1.C(N(C(C)C)CC)(C)C.[F:22][CH:23]([F:56])[O:24][C:25]1[N:33]=[C:32]([CH3:34])[C:31]([C:35]2[CH:40]=[CH:39][N:38]3[N:41]=[C:42]([C:48]4[CH:53]=[CH:52][C:51]([F:54])=[CH:50][CH:49]=4)[C:43]([C:44](=[O:47])[NH:45][CH3:46])=[C:37]3[C:36]=2[F:55])=[CH:30][C:26]=1[C:27]([OH:29])=[O:28].CN(C(ON1N=NC2C=CC=NC1=2)=[N+](C)C)C.F[P-](F)(F)(F)(F)F. Product: [C:27]([O-:29])(=[O:28])[CH3:26].[NH4+:3].[F:56][CH:23]([F:22])[O:24][C:25]1[N:33]=[C:32]([CH3:34])[C:31]([C:35]2[CH:40]=[CH:39][N:38]3[N:41]=[C:42]([C:48]4[CH:53]=[CH:52][C:51]([F:54])=[CH:50][CH:49]=4)[C:43]([C:44]([NH:45][CH3:46])=[O:47])=[C:37]3[C:36]=2[F:55])=[CH:30][C:26]=1[C:27](=[O:28])[NH:12][C:9]1([C:4]2[CH:5]=[CH:6][CH:7]=[CH:8][N:3]=2)[CH2:11][CH2:10]1. The catalyst class is: 3. (5) Reactant: [H-].[Na+].[N:3]1[N:4]=[CH:5][N:6]([NH:8][C:9]2[CH:16]=[CH:15][C:12]([C:13]#[N:14])=[CH:11][CH:10]=2)[CH:7]=1.Br[CH2:18][CH2:19][CH2:20][S:21][C:22]1[CH:27]=[CH:26][C:25]([O:28][CH2:29][C:30]2[CH:35]=[CH:34][CH:33]=[CH:32][CH:31]=2)=[CH:24][CH:23]=1.C(OCC)(=O)C. Product: [CH2:29]([O:28][C:25]1[CH:24]=[CH:23][C:22]([S:21][CH2:20][CH2:19][CH2:18][N:8]([N:6]2[CH:5]=[N:4][N:3]=[CH:7]2)[C:9]2[CH:10]=[CH:11][C:12]([C:13]#[N:14])=[CH:15][CH:16]=2)=[CH:27][CH:26]=1)[C:30]1[CH:31]=[CH:32][CH:33]=[CH:34][CH:35]=1. The catalyst class is: 3. (6) Reactant: [OH:1][CH2:2][CH2:3][CH2:4][CH2:5][CH2:6][CH2:7][CH2:8][CH2:9][CH2:10][CH2:11][CH2:12][CH2:13][CH2:14][CH2:15][CH2:16][C:17]([OH:19])=[O:18].N1C=CC=CC=1.[C:26](Cl)(=[O:30])[C:27]([CH3:29])=[CH2:28]. Product: [C:26]([O:1][CH2:2][CH2:3][CH2:4][CH2:5][CH2:6][CH2:7][CH2:8][CH2:9][CH2:10][CH2:11][CH2:12][CH2:13][CH2:14][CH2:15][CH2:16][C:17]([OH:19])=[O:18])(=[O:30])[C:27]([CH3:29])=[CH2:28]. The catalyst class is: 7. (7) The catalyst class is: 134. Product: [F:1][C:2]1[CH:3]=[CH:4][C:5]([N:8]2[C:12]([B:22]3[O:26][C:25]([CH3:28])([CH3:27])[C:24]([CH3:30])([CH3:29])[O:23]3)=[CH:11][CH:10]=[N:9]2)=[CH:6][CH:7]=1. Reactant: [F:1][C:2]1[CH:7]=[CH:6][C:5]([N:8]2[CH:12]=[CH:11][CH:10]=[N:9]2)=[CH:4][CH:3]=1.C([Li])CCC.C(O[B:22]1[O:26][C:25]([CH3:28])([CH3:27])[C:24]([CH3:30])([CH3:29])[O:23]1)(C)C.C(O)(=O)C. (8) Reactant: [N:1]1[CH:6]=[CH:5][CH:4]=[C:3]([N:7]2[CH2:11][CH2:10][NH:9][C:8]2=[O:12])[CH:2]=1.Br[C:14]1[CH:15]=[C:16]2[C:20](=[CH:21][CH:22]=1)[C:19](=[O:23])[CH2:18][CH2:17]2.N[C@@H]1CCCC[C@H]1N.C(=O)([O-])[O-].[K+].[K+]. Product: [O:23]=[C:19]1[C:20]2[C:16](=[CH:15][C:14]([N:9]3[CH2:10][CH2:11][N:7]([C:3]4[CH:2]=[N:1][CH:6]=[CH:5][CH:4]=4)[C:8]3=[O:12])=[CH:22][CH:21]=2)[CH2:17][CH2:18]1. The catalyst class is: 246.